Dataset: Full USPTO retrosynthesis dataset with 1.9M reactions from patents (1976-2016). Task: Predict the reactants needed to synthesize the given product. (1) Given the product [CH3:16][N:15]1[C:11]([C:7]2[CH:6]=[C:5]3[C:10](=[CH:9][CH:8]=2)[N:2]([S:27]([CH3:26])(=[O:29])=[O:28])[CH2:3][CH2:4]3)=[CH:12][CH:13]=[C:14]1[C:17]#[N:18], predict the reactants needed to synthesize it. The reactants are: Cl.[NH:2]1[C:10]2[C:5](=[CH:6][C:7]([C:11]3[N:15]([CH3:16])[C:14]([C:17]#[N:18])=[CH:13][CH:12]=3)=[CH:8][CH:9]=2)[CH2:4][CH2:3]1.C(N(CC)CC)C.[CH3:26][S:27](Cl)(=[O:29])=[O:28]. (2) Given the product [Br:47][C:48]1[CH:53]=[CH:52][C:51]([NH:54][C:55]([NH:42][C:7]2[CH:8]=[C:9]([C:12]3[CH:17]=[CH:16][CH:15]=[CH:14][C:13]=3[C:18]3[NH:19][N:20]=[N:21][N:22]=3)[CH:10]=[CH:11][C:6]=2[N:5]([CH2:43][CH:44]([CH3:46])[CH3:45])[CH2:1][CH:2]([CH3:4])[CH3:3])=[O:56])=[C:50]([F:57])[CH:49]=1, predict the reactants needed to synthesize it. The reactants are: [CH2:1]([N:5]([CH2:43][CH:44]([CH3:46])[CH3:45])[C:6]1[CH:11]=[CH:10][C:9]([C:12]2[CH:17]=[CH:16][CH:15]=[CH:14][C:13]=2[C:18]2[N:19]=[N:20][N:21](C(C3C=CC=CC=3)(C3C=CC=CC=3)C3C=CC=CC=3)[N:22]=2)=[CH:8][C:7]=1[NH2:42])[CH:2]([CH3:4])[CH3:3].[Br:47][C:48]1[CH:53]=[CH:52][C:51]([N:54]=[C:55]=[O:56])=[C:50]([F:57])[CH:49]=1.Cl.CN(C=O)C. (3) Given the product [C:8]([C:5]1[N:6]=[N:7][C:2]([NH:22][C@@H:23]2[CH2:28][CH2:27][CH2:26][CH2:25][C@@H:24]2[NH:29][C:30](=[O:36])[O:31][C:32]([CH3:34])([CH3:33])[CH3:35])=[CH:3][C:4]=1[NH:11][C:12]1[CH:17]=[C:16]([CH3:18])[CH:15]=[C:14]([CH2:19][CH2:20][CH3:21])[N:13]=1)(=[O:9])[NH2:10], predict the reactants needed to synthesize it. The reactants are: Cl[C:2]1[N:7]=[N:6][C:5]([C:8]([NH2:10])=[O:9])=[C:4]([NH:11][C:12]2[CH:17]=[C:16]([CH3:18])[CH:15]=[C:14]([CH2:19][CH2:20][CH3:21])[N:13]=2)[CH:3]=1.[NH2:22][C@@H:23]1[CH2:28][CH2:27][CH2:26][CH2:25][C@@H:24]1[NH:29][C:30](=[O:36])[O:31][C:32]([CH3:35])([CH3:34])[CH3:33].